From a dataset of Peptide-MHC class I binding affinity with 185,985 pairs from IEDB/IMGT. Regression. Given a peptide amino acid sequence and an MHC pseudo amino acid sequence, predict their binding affinity value. This is MHC class I binding data. (1) The peptide sequence is YLAGAGLAF. The MHC is HLA-C14:02 with pseudo-sequence HLA-C14:02. The binding affinity (normalized) is 0.646. (2) The peptide sequence is KLFLESGAV. The MHC is HLA-A68:02 with pseudo-sequence HLA-A68:02. The binding affinity (normalized) is 0. (3) The peptide sequence is LALKNSQAEL. The MHC is HLA-A02:06 with pseudo-sequence HLA-A02:06. The binding affinity (normalized) is 0.341. (4) The peptide sequence is SRNSTHEMY. The MHC is HLA-A30:02 with pseudo-sequence HLA-A30:02. The binding affinity (normalized) is 0.306. (5) The peptide sequence is MHCDFAFWV. The MHC is HLA-A02:19 with pseudo-sequence HLA-A02:19. The binding affinity (normalized) is 0.0847. (6) The MHC is HLA-B27:03 with pseudo-sequence HLA-B27:03. The binding affinity (normalized) is 0.0847. The peptide sequence is YLKKLDDFY. (7) The peptide sequence is FKYDSTKPL. The MHC is HLA-A02:12 with pseudo-sequence HLA-A02:12. The binding affinity (normalized) is 0.0847.